This data is from Full USPTO retrosynthesis dataset with 1.9M reactions from patents (1976-2016). The task is: Predict the reactants needed to synthesize the given product. (1) Given the product [N:1]1[CH:6]=[CH:5][C:4](/[CH:7]=[N:9]/[CH:10]2[CH2:11][CH2:12][N:13]([C:16]([O:18][C:19]([CH3:22])([CH3:21])[CH3:20])=[O:17])[CH2:14][CH2:15]2)=[N:3][CH:2]=1, predict the reactants needed to synthesize it. The reactants are: [N:1]1[CH:6]=[CH:5][C:4]([CH:7]=O)=[N:3][CH:2]=1.[NH2:9][CH:10]1[CH2:15][CH2:14][N:13]([C:16]([O:18][C:19]([CH3:22])([CH3:21])[CH3:20])=[O:17])[CH2:12][CH2:11]1. (2) The reactants are: [Br:1][C:2]1[C:3]([CH3:9])=[N:4][C:5](Cl)=[CH:6][CH:7]=1.[NH:10]1[CH2:14][CH2:13][C@@H:12]([OH:15])[CH2:11]1.CCN(CC)CC. Given the product [Br:1][C:2]1[CH:7]=[CH:6][C:5]([N:10]2[CH2:14][CH2:13][C@@H:12]([OH:15])[CH2:11]2)=[N:4][C:3]=1[CH3:9], predict the reactants needed to synthesize it.